Dataset: Full USPTO retrosynthesis dataset with 1.9M reactions from patents (1976-2016). Task: Predict the reactants needed to synthesize the given product. (1) Given the product [C:21]([O:23][C:27]1[CH:32]=[C:31]([CH:30]=[CH:29][CH:28]=1)[C:52]([N:12]1[CH2:13][CH2:14][N:9]([C:7]([O:6][C:2]([CH3:5])([CH3:3])[CH3:4])=[O:8])[CH2:10][CH2:11]1)=[O:53])(=[O:22])[CH3:20], predict the reactants needed to synthesize it. The reactants are: Cl.[C:2]([O:6][C:7]([N:9]1[CH2:14][CH2:13][NH:12][CH2:11][CH2:10]1)=[O:8])([CH3:5])([CH3:4])[CH3:3].C(C1C=[C:20](C=CC=1)[C:21]([OH:23])=[O:22])(=O)C.[CH:27]1[CH:28]=[CH:29][C:30]2N(O)N=N[C:31]=2[CH:32]=1.CCN=C=NCCCN(C)C.Cl.CN([CH:52]=[O:53])C. (2) Given the product [C:4]([O:8][C:9]([N:11]1[CH2:14][CH:13]([CH2:15][OH:16])[CH2:12]1)=[O:10])([CH3:7])([CH3:6])[CH3:5], predict the reactants needed to synthesize it. The reactants are: S(C)C.[C:4]([O:8][C:9]([N:11]1[CH2:14][CH:13]([C:15](O)=[O:16])[CH2:12]1)=[O:10])([CH3:7])([CH3:6])[CH3:5]. (3) Given the product [OH:8][C:4]1[CH:3]=[C:2]([NH:1][S:10]([CH3:9])(=[O:12])=[O:11])[CH:7]=[CH:6][CH:5]=1, predict the reactants needed to synthesize it. The reactants are: [NH2:1][C:2]1[CH:3]=[C:4]([OH:8])[CH:5]=[CH:6][CH:7]=1.[CH3:9][S:10](Cl)(=[O:12])=[O:11]. (4) The reactants are: [C:1]([C:3]1[CH:8]=[CH:7][N:6]=[C:5]2[C:9]([C:12]([NH:14][C@H:15]3[CH2:20][CH2:19][CH2:18][CH2:17][C@@H:16]3[OH:21])=[O:13])=[CH:10][NH:11][C:4]=12)#[N:2].C(=O)([O-])[O-].[Cs+].[Cs+].Cl[CH2:29][C:30]1[CH:35]=[CH:34][C:33]([C:36]([F:39])([F:38])[F:37])=[CH:32][CH:31]=1. Given the product [C:1]([C:3]1[CH:8]=[CH:7][N:6]=[C:5]2[C:9]([C:12]([NH:14][C@H:15]3[CH2:20][CH2:19][CH2:18][CH2:17][C@@H:16]3[OH:21])=[O:13])=[CH:10][N:11]([CH2:29][C:30]3[CH:31]=[CH:32][C:33]([C:36]([F:37])([F:38])[F:39])=[CH:34][CH:35]=3)[C:4]=12)#[N:2], predict the reactants needed to synthesize it.